This data is from Peptide-MHC class II binding affinity with 134,281 pairs from IEDB. The task is: Regression. Given a peptide amino acid sequence and an MHC pseudo amino acid sequence, predict their binding affinity value. This is MHC class II binding data. (1) The peptide sequence is AASGAATVAAGGYKV. The binding affinity (normalized) is 0.349. The MHC is DRB1_0901 with pseudo-sequence DRB1_0901. (2) The peptide sequence is ARILRQLATPISVII. The MHC is DRB1_0405 with pseudo-sequence DRB1_0405. The binding affinity (normalized) is 0.193. (3) The peptide sequence is HMAKEDLVANQPNLK. The MHC is HLA-DQA10501-DQB10201 with pseudo-sequence HLA-DQA10501-DQB10201. The binding affinity (normalized) is 0.211.